This data is from Full USPTO retrosynthesis dataset with 1.9M reactions from patents (1976-2016). The task is: Predict the reactants needed to synthesize the given product. (1) Given the product [N:14]1([CH2:13][C:10]2[CH:11]=[CH:12][C:7]([N:1]3[CH2:2][CH2:3][O:4][CH2:5][CH2:6]3)=[CH:8][C:9]=2[O:27][C:28]([F:30])([F:31])[F:29])[CH2:19][CH2:18][NH:17][CH2:16][CH2:15]1, predict the reactants needed to synthesize it. The reactants are: [N:1]1([C:7]2[CH:12]=[CH:11][C:10]([CH2:13][N:14]3[CH2:19][CH2:18][N:17](C(OC(C)(C)C)=O)[CH2:16][CH2:15]3)=[C:9]([O:27][C:28]([F:31])([F:30])[F:29])[CH:8]=2)[CH2:6][CH2:5][O:4][CH2:3][CH2:2]1.FC(F)(F)C(O)=O. (2) Given the product [C:21]([C:25]1[CH:26]=[CH:27][C:28]([NH:29][C:18]([C:13]2[CH:12]=[C:11]3[C:16]([CH:17]=[C:9]([C:3]4[C:4]([CH3:8])=[CH:5][CH:6]=[CH:7][C:2]=4[CH3:1])[NH:10]3)=[CH:15][CH:14]=2)=[O:19])=[CH:30][CH:31]=1)([CH3:24])([CH3:22])[CH3:23], predict the reactants needed to synthesize it. The reactants are: [CH3:1][C:2]1[CH:7]=[CH:6][CH:5]=[C:4]([CH3:8])[C:3]=1[C:9]1[NH:10][C:11]2[C:16]([CH:17]=1)=[CH:15][CH:14]=[C:13]([C:18](O)=[O:19])[CH:12]=2.[C:21]([C:25]1[CH:31]=[CH:30][C:28]([NH2:29])=[CH:27][CH:26]=1)([CH3:24])([CH3:23])[CH3:22].CN(C(ON1N=NC2C=CC=NC1=2)=[N+](C)C)C.F[P-](F)(F)(F)(F)F.C(OCC)(=O)C. (3) Given the product [N:21]1[CH:26]=[CH:25][CH:24]=[CH:23][C:22]=1[NH:27][C:5](=[O:7])[CH:4]([N:8]1[C:16]2[C:11](=[CH:12][C:13]([CH3:17])=[CH:14][CH:15]=2)[C:10](=[O:18])[C:9]1=[O:19])[CH2:3][CH:2]([CH3:1])[CH3:20], predict the reactants needed to synthesize it. The reactants are: [CH3:1][CH:2]([CH3:20])[CH2:3][CH:4]([N:8]1[C:16]2[C:11](=[CH:12][C:13]([CH3:17])=[CH:14][CH:15]=2)[C:10](=[O:18])[C:9]1=[O:19])[C:5]([OH:7])=O.[N:21]1[CH:26]=[CH:25][CH:24]=[CH:23][C:22]=1[NH2:27].C(N(CC)C(C)C)(C)C.F[P-](F)(F)(F)(F)F.N1(O[P+](N(C)C)(N(C)C)N(C)C)C2C=CC=CC=2N=N1. (4) Given the product [N:31]1([C:2]2[N:11]=[C:10]([NH:12][CH2:13][C:14]3[CH:15]=[CH:16][C:17]([NH:20][C:21](=[O:29])[C:22]4[CH:23]=[CH:24][C:25]([F:28])=[CH:26][CH:27]=4)=[CH:18][CH:19]=3)[C:9]3[C:4](=[CH:5][CH:6]=[CH:7][CH:8]=3)[N:3]=2)[CH2:34][CH2:33][CH2:32]1, predict the reactants needed to synthesize it. The reactants are: Cl[C:2]1[N:11]=[C:10]([NH:12][CH2:13][C:14]2[CH:19]=[CH:18][C:17]([NH:20][C:21](=[O:29])[C:22]3[CH:27]=[CH:26][C:25]([F:28])=[CH:24][CH:23]=3)=[CH:16][CH:15]=2)[C:9]2[C:4](=[CH:5][CH:6]=[CH:7][CH:8]=2)[N:3]=1.Cl.[NH:31]1[CH2:34][CH2:33][CH2:32]1. (5) Given the product [NH2:2][CH2:3][C:4]1[CH:5]=[CH:6][C:7]([C:8]([NH:10][CH2:11][CH2:12][CH2:13][CH2:14][CH2:15][CH2:16][CH2:17][CH2:18][CH2:19][CH2:20][CH2:21][CH3:22])=[O:9])=[CH:23][CH:24]=1, predict the reactants needed to synthesize it. The reactants are: Cl.[NH2:2][CH2:3][C:4]1[CH:24]=[CH:23][C:7]([C:8]([NH:10][CH2:11][CH2:12][CH2:13][CH2:14][CH2:15][CH2:16][CH2:17][CH2:18][CH2:19][CH2:20][CH2:21][CH3:22])=[O:9])=[CH:6][CH:5]=1. (6) Given the product [Cl:1][C:2]1[CH:7]=[CH:6][C:5]2[N:8]3[CH:12]=[CH:11][CH:10]=[C:9]3[C@@H:13]([CH2:14][C:15]([O:17][CH3:18])=[O:16])[O:20][C@H:19]([C:21]3[C:30]4[C:25](=[CH:26][CH:27]=[CH:28][CH:29]=4)[CH:24]=[CH:23][CH:22]=3)[C:4]=2[CH:3]=1, predict the reactants needed to synthesize it. The reactants are: [Cl:1][C:2]1[CH:7]=[CH:6][C:5]([N:8]2[CH:12]=[CH:11][CH:10]=[C:9]2/[CH:13]=[CH:14]/[C:15]([O:17][CH3:18])=[O:16])=[C:4]([C:19]([C:21]2[C:30]3[C:25](=[CH:26][CH:27]=[CH:28][CH:29]=3)[CH:24]=[CH:23][CH:22]=2)=[O:20])[CH:3]=1.[BH4-].[Na+]. (7) Given the product [F:1][C:2]1[CH:7]=[CH:6][C:5]([C:8]2[C:9]3[CH2:8][C:5]4[C:4](=[CH:3][CH:2]=[CH:7][CH:6]=4)[C:12]=3[C:11]([C:15]#[N:16])=[C:10]([N:17]3[CH2:22][CH2:21][CH2:20][CH2:19][CH2:18]3)[CH:9]=2)=[CH:4][CH:3]=1, predict the reactants needed to synthesize it. The reactants are: [F:1][C:2]1[CH:7]=[CH:6][C:5]([C:8]2O[C:12](=O)[C:11]([C:15]#[N:16])=[C:10]([N:17]3[CH2:22][CH2:21][CH2:20][CH2:19][CH2:18]3)[CH:9]=2)=[CH:4][CH:3]=1.